This data is from Forward reaction prediction with 1.9M reactions from USPTO patents (1976-2016). The task is: Predict the product of the given reaction. (1) Given the reactants Br[CH:2]([C:7]1[CH:8]=[C:9]([Cl:15])[C:10]([Cl:14])=[C:11]([Cl:13])[CH:12]=1)[C:3]([F:6])([F:5])[F:4].[CH:16]([C:18]1[CH:19]=[C:20]2[C:24](=[CH:25][CH:26]=1)[C:23](=[O:27])[CH2:22][CH2:21]2)=[CH2:17].N1C=CC=CC=1C1C=CC=CN=1, predict the reaction product. The product is: [F:4][C:3]([F:6])([F:5])[CH:2]([C:7]1[CH:8]=[C:9]([Cl:15])[C:10]([Cl:14])=[C:11]([Cl:13])[CH:12]=1)/[CH:17]=[CH:16]/[C:18]1[CH:19]=[C:20]2[C:24](=[CH:25][CH:26]=1)[C:23](=[O:27])[CH2:22][CH2:21]2. (2) Given the reactants [NH2:1][C:2](=O)[CH2:3][N:4]1[C:9](=[N:10]S(C2C=CC(C)=CC=2)(=O)=O)[CH:8]=[CH:7][C:6]([O:21][C:22]2[CH:23]=[C:24]([NH:28][C:29]([C:31]3[C:36]([CH3:37])=[CH:35][CH:34]=[CH:33][N:32]=3)=[O:30])[CH:25]=[CH:26][CH:27]=2)=[CH:5]1.FC(F)(F)C(OC(=O)C(F)(F)F)=O, predict the reaction product. The product is: [NH2:1][C:2]1[N:10]=[C:9]2[CH:8]=[CH:7][C:6]([O:21][C:22]3[CH:23]=[C:24]([NH:28][C:29]([C:31]4[C:36]([CH3:37])=[CH:35][CH:34]=[CH:33][N:32]=4)=[O:30])[CH:25]=[CH:26][CH:27]=3)=[CH:5][N:4]2[CH:3]=1. (3) Given the reactants [CH3:1][O:2][C:3]1[CH:8]=[C:7]([N+:9]([O-])=O)[CH:6]=[CH:5][C:4]=1[C:12]1[CH:17]=[CH:16][N:15]=[C:14]([CH3:18])[CH:13]=1.[H][H], predict the reaction product. The product is: [CH3:1][O:2][C:3]1[CH:8]=[C:7]([NH2:9])[CH:6]=[CH:5][C:4]=1[C:12]1[CH:17]=[CH:16][N:15]=[C:14]([CH3:18])[CH:13]=1. (4) The product is: [N:63]1([CH2:69][CH2:70][NH:71][C:25](=[O:26])[C:24]2[CH:23]=[CH:22][C:21]([C:18]3[N:17]=[C:16]4[N:12]([CH2:11][C:7]5[CH:6]=[C:5]6[C:10](=[CH:9][CH:8]=5)[N:1]=[CH:2][CH:3]=[CH:4]6)[N:13]=[N:14][C:15]4=[CH:20][CH:19]=3)=[CH:29][CH:28]=2)[CH2:68][CH2:67][CH2:66][CH2:65][CH2:64]1. Given the reactants [N:1]1[C:10]2[C:5](=[CH:6][C:7]([CH2:11][N:12]3[C:16]4=[N:17][C:18]([C:21]5[CH:29]=[CH:28][C:24]([C:25](O)=[O:26])=[CH:23][CH:22]=5)=[CH:19][CH:20]=[C:15]4[N:14]=[N:13]3)=[CH:8][CH:9]=2)[CH:4]=[CH:3][CH:2]=1.C(N(C(C)C)C(C)C)C.CN(C(ON1N=NC2C=CC=NC1=2)=[N+](C)C)C.F[P-](F)(F)(F)(F)F.[N:63]1([CH2:69][CH2:70][NH2:71])[CH2:68][CH2:67][CH2:66][CH2:65][CH2:64]1, predict the reaction product. (5) Given the reactants [NH:1]1[C:9]2[C:4](=[CH:5][CH:6]=[CH:7][CH:8]=2)[CH2:3][C@H:2]1[C:10]([OH:12])=[O:11].Cl[C:14]([O:16][CH2:17][C:18]1[CH:23]=[CH:22][CH:21]=[CH:20][CH:19]=1)=[O:15], predict the reaction product. The product is: [CH2:17]([O:16][C:14]([N:1]1[C:9]2[C:4](=[CH:5][CH:6]=[CH:7][CH:8]=2)[CH2:3][C@H:2]1[C:10]([OH:12])=[O:11])=[O:15])[C:18]1[CH:23]=[CH:22][CH:21]=[CH:20][CH:19]=1. (6) Given the reactants [CH3:1][N:2]([CH2:7][C:8]1[S:12][C:11]2[CH:13]=[CH:14][CH:15]=[CH:16][C:10]=2[C:9]=1[CH3:17])[C:3](=[O:6])[CH:4]=[CH2:5].[CH2:18]([O:20][C:21]([C:23]1[C:24](=[O:34])[NH:25][C:26]2[C:31]([CH:32]=1)=[CH:30][C:29](Br)=[CH:28][N:27]=2)=[O:22])[CH3:19].CCN(C(C)C)C(C)C, predict the reaction product. The product is: [CH2:18]([O:20][C:21]([C:23]1[C:24](=[O:34])[NH:25][C:26]2[C:31]([CH:32]=1)=[CH:30][C:29](/[CH:5]=[CH:4]/[C:3](=[O:6])[N:2]([CH3:1])[CH2:7][C:8]1[S:12][C:11]3[CH:13]=[CH:14][CH:15]=[CH:16][C:10]=3[C:9]=1[CH3:17])=[CH:28][N:27]=2)=[O:22])[CH3:19]. (7) Given the reactants [CH3:1][C@@H:2]1[O:7][C@@H:6]([O:8][C@H:9]2[C@H:14]([O:15][C:16]3[C:17]4[O:71][C:67]5=[C:68]([Cl:70])[CH:69]=[C:64]([CH:65]=[CH:66]5)[C@@H:63]([OH:72])[C@@H:62]5[NH:73][C:74](=[O:75])[C@@H:43]([C:44]6[CH:45]=[CH:46][C:47]([OH:79])=[C:48]([C:50]7[C:55]([OH:56])=[CH:54][C:53]([OH:57])=[CH:52][C:51]=7[C@@H:58]([C:76]([OH:78])=[O:77])[NH:59][C:60]5=[O:61])[CH:49]=6)[NH:42][C:40](=[O:41])[C@H:39]5[C:19](=[CH:20][C:21]=3[O:22][C:23]3[CH:24]=[CH:25][C:26]([C@@H:30]([OH:94])[C@@H:31]([NH:84][C:85]([C@H:87]([NH:92][CH3:93])[CH2:88][CH:89]([CH3:91])[CH3:90])=[O:86])[C:32]([NH:34][C@@H:35]([CH2:80][C:81]([NH2:83])=[O:82])[C:36]([NH:38]5)=[O:37])=[O:33])=[CH:27][C:28]=3[Cl:29])[CH:18]=4)[O:13][C@H:12]([CH2:95][OH:96])[C@@H:11]([OH:97])[C@@H:10]2[OH:98])[CH2:5][C@@:4]([NH2:100])([CH3:99])[C@@H:3]1[OH:101].Cl.Cl, predict the reaction product. The product is: [CH3:1][C@@H:2]1[O:7][C@@H:6]([O:8][C@H:9]2[C@H:14]([O:15][C:16]3[C:17]4[O:71][C:67]5=[C:68]([Cl:70])[CH:69]=[C:64]([CH:65]=[CH:66]5)[C@@H:63]([OH:72])[C@@H:62]5[NH:73][C:74](=[O:75])[C@@H:43]([C:44]6[CH:45]=[CH:46][C:47]([OH:79])=[C:48]([C:50]7[C:55]([OH:56])=[CH:54][C:53]([OH:57])=[CH:52][C:51]=7[C@@H:58]([C:76]([OH:78])=[O:77])[NH:59][C:60]5=[O:61])[CH:49]=6)[NH:42][C:40](=[O:41])[C@H:39]5[C:19](=[CH:20][C:21]=3[O:22][C:23]3[CH:24]=[CH:25][C:26]([C@@H:30]([OH:94])[C@@H:31]([NH:84][C:85]([C@H:87]([NH:92][CH3:93])[CH2:88][CH:89]([CH3:90])[CH3:91])=[O:86])[C:32]([NH:34][C@@H:35]([CH2:80][C:81]([NH2:83])=[O:82])[C:36]([NH:38]5)=[O:37])=[O:33])=[CH:27][C:28]=3[Cl:29])[CH:18]=4)[O:13][C@H:12]([CH2:95][OH:96])[C@@H:11]([OH:97])[C@@H:10]2[OH:98])[CH2:5][C@@:4]([NH2:100])([CH3:99])[C@@H:3]1[OH:101]. (8) Given the reactants [OH:1][C:2]([C@@:5]1([C:18]([N:20]2[CH2:25][CH2:24][N:23]([C:26]3[CH:31]=[C:30]([C:32]([F:35])([F:34])[F:33])[CH:29]=[CH:28][N:27]=3)[CH2:22][CH2:21]2)=[O:19])[CH2:9][CH2:8][CH:7]([NH:10]C(=O)OC(C)(C)C)[CH2:6]1)([CH3:4])[CH3:3].[ClH:36], predict the reaction product. The product is: [ClH:36].[ClH:36].[NH2:10][C@H:7]1[CH2:8][CH2:9][C@@:5]([C:2]([OH:1])([CH3:3])[CH3:4])([C:18]([N:20]2[CH2:21][CH2:22][N:23]([C:26]3[CH:31]=[C:30]([C:32]([F:34])([F:35])[F:33])[CH:29]=[CH:28][N:27]=3)[CH2:24][CH2:25]2)=[O:19])[CH2:6]1. (9) The product is: [C:31]([C:28]1[CH:27]=[CH:26][C:25]([C:11]2[CH:12]=[C:13]3[C:8](=[CH:9][CH:10]=2)[N:7]([C:43]2[CH:44]=[N:45][CH:46]=[CH:47][CH:48]=2)[C:6]([C:4]([OH:3])=[O:5])=[C:14]3[C:15]2[CH:16]=[CH:17][C:18]([O:21][CH:22]([CH3:24])[CH3:23])=[CH:19][CH:20]=2)=[CH:30][CH:29]=1)([CH3:33])([CH3:32])[CH3:34]. Given the reactants C([O:3][C:4]([C:6]1[NH:7][C:8]2[C:13]([C:14]=1[C:15]1[CH:20]=[CH:19][C:18]([O:21][CH:22]([CH3:24])[CH3:23])=[CH:17][CH:16]=1)=[CH:12][C:11]([C:25]1[CH:30]=[CH:29][C:28]([C:31]([CH3:34])([CH3:33])[CH3:32])=[CH:27][CH:26]=1)=[CH:10][CH:9]=2)=[O:5])C.CC1(C)C(C)(C)OB([C:43]2[CH:44]=[N:45][CH:46]=[CH:47][CH:48]=2)O1, predict the reaction product. (10) Given the reactants Cl.[NH2:2][C:3]1([CH2:11][CH2:12][CH2:13][CH2:14][NH:15][C:16](=[O:25])[O:17][CH2:18][C:19]2[CH:24]=[CH:23][CH:22]=[CH:21][CH:20]=2)[CH2:8][CH2:7][C:6](=[O:9])[NH:5][C:4]1=[O:10].[C:26]1(=O)[O:31][C:29](=[O:30])[C:28]2=[CH:32][CH:33]=[CH:34][CH:35]=[C:27]12.C([O-])(=O)C.[Na+], predict the reaction product. The product is: [O:30]=[C:29]1[C:28]2[C:27](=[CH:35][CH:34]=[CH:33][CH:32]=2)[C:26](=[O:31])[N:2]1[C:3]1([CH2:11][CH2:12][CH2:13][CH2:14][NH:15][C:16](=[O:25])[O:17][CH2:18][C:19]2[CH:20]=[CH:21][CH:22]=[CH:23][CH:24]=2)[CH2:8][CH2:7][C:6](=[O:9])[NH:5][C:4]1=[O:10].